This data is from NCI-60 drug combinations with 297,098 pairs across 59 cell lines. The task is: Regression. Given two drug SMILES strings and cell line genomic features, predict the synergy score measuring deviation from expected non-interaction effect. (1) Drug 1: C1CC(=O)NC(=O)C1N2CC3=C(C2=O)C=CC=C3N. Drug 2: CC1=C(C=C(C=C1)C(=O)NC2=CC(=CC(=C2)C(F)(F)F)N3C=C(N=C3)C)NC4=NC=CC(=N4)C5=CN=CC=C5. Cell line: 786-0. Synergy scores: CSS=0.718, Synergy_ZIP=-0.502, Synergy_Bliss=-0.265, Synergy_Loewe=-1.52, Synergy_HSA=-1.50. (2) Drug 1: CC(C)(C#N)C1=CC(=CC(=C1)CN2C=NC=N2)C(C)(C)C#N. Drug 2: C1=CC=C(C=C1)NC(=O)CCCCCCC(=O)NO. Cell line: COLO 205. Synergy scores: CSS=-4.60, Synergy_ZIP=-0.805, Synergy_Bliss=-3.59, Synergy_Loewe=-6.77, Synergy_HSA=-6.95.